Dataset: Full USPTO retrosynthesis dataset with 1.9M reactions from patents (1976-2016). Task: Predict the reactants needed to synthesize the given product. Given the product [S:15]1[C:5]2[C:6]3[CH:14]=[CH:13][CH:12]=[CH:11][C:7]=3[O:8][CH2:9][CH2:10][C:4]=2[CH:3]=[C:2]1[C:20]1[CH:21]=[CH:22][CH:23]=[C:24]2[C:19]=1[CH:18]=[N:17][NH:16]2, predict the reactants needed to synthesize it. The reactants are: Br[C:2]1[S:15][C:5]2[C:6]3[CH:14]=[CH:13][CH:12]=[CH:11][C:7]=3[O:8][CH2:9][CH2:10][C:4]=2[CH:3]=1.[NH:16]1[C:24]2[CH:23]=[CH:22][CH:21]=[C:20](B3OC(C)(C)C(C)(C)O3)[C:19]=2[CH:18]=[N:17]1.